This data is from Peptide-MHC class I binding affinity with 185,985 pairs from IEDB/IMGT. The task is: Regression. Given a peptide amino acid sequence and an MHC pseudo amino acid sequence, predict their binding affinity value. This is MHC class I binding data. (1) The peptide sequence is MIWDPNGW. The MHC is HLA-A01:01 with pseudo-sequence HLA-A01:01. The binding affinity (normalized) is 0.0301. (2) The peptide sequence is ANRLTTLQR. The binding affinity (normalized) is 0.0847. The MHC is HLA-B27:05 with pseudo-sequence HLA-B27:05. (3) The peptide sequence is YTISSESLV. The MHC is HLA-A02:03 with pseudo-sequence HLA-A02:03. The binding affinity (normalized) is 0.665. (4) The MHC is H-2-Kb with pseudo-sequence H-2-Kb. The peptide sequence is AWLPYGII. The binding affinity (normalized) is 0.225. (5) The peptide sequence is KDPLITSGC. The MHC is HLA-B45:01 with pseudo-sequence HLA-B45:01. The binding affinity (normalized) is 0. (6) The peptide sequence is VMLDWGIEL. The MHC is HLA-A11:01 with pseudo-sequence HLA-A11:01. The binding affinity (normalized) is 0.259.